From a dataset of Full USPTO retrosynthesis dataset with 1.9M reactions from patents (1976-2016). Predict the reactants needed to synthesize the given product. (1) Given the product [CH2:12]([NH:14][C:2]1[CH:7]=[CH:6][C:5]([C:8]([F:11])([F:10])[F:9])=[CH:4][N:3]=1)[CH3:13], predict the reactants needed to synthesize it. The reactants are: Cl[C:2]1[CH:7]=[CH:6][C:5]([C:8]([F:11])([F:10])[F:9])=[CH:4][N:3]=1.[CH2:12]([NH2:14])[CH3:13].CN1C(=O)CCC1. (2) Given the product [CH:1]1[C:10]2[C:5](=[CH:6][CH:7]=[CH:8][CH:9]=2)[CH:4]=[CH:3][C:2]=1[O:11][CH2:19][CH2:20][CH2:21][Cl:22], predict the reactants needed to synthesize it. The reactants are: [CH:1]1[C:10]2[C:5](=[CH:6][CH:7]=[CH:8][CH:9]=2)[CH:4]=[CH:3][C:2]=1[OH:11].C([O-])([O-])=O.[K+].[K+].Br[CH2:19][CH2:20][CH2:21][Cl:22].